From a dataset of Forward reaction prediction with 1.9M reactions from USPTO patents (1976-2016). Predict the product of the given reaction. (1) Given the reactants C(OC([C:6]1[C:7]([C:18]2[CH:23]=[CH:22][N:21]=[CH:20][CH:19]=2)=[C:8]([C:11]2[CH:16]=[CH:15][C:14]([F:17])=[CH:13][CH:12]=2)[NH:9][CH:10]=1)=O)C.S(=O)(=O)(O)O.O.[OH-].[Na+], predict the reaction product. The product is: [F:17][C:14]1[CH:13]=[CH:12][C:11]([C:8]2[NH:9][CH:10]=[CH:6][C:7]=2[C:18]2[CH:23]=[CH:22][N:21]=[CH:20][CH:19]=2)=[CH:16][CH:15]=1. (2) Given the reactants [CH2:1]([C:3]1[CH2:4][NH:5][C:6]2[C:11]([CH:12]=1)=[CH:10][CH:9]=[CH:8][CH:7]=2)[CH3:2], predict the reaction product. The product is: [CH2:1]([CH:3]1[CH2:12][C:11]2[C:6](=[CH:7][CH:8]=[CH:9][CH:10]=2)[NH:5][CH2:4]1)[CH3:2]. (3) Given the reactants [Cl:1][C:2]1[CH:3]=[N:4][C:5]([N:12]2[CH2:15][CH:14]([O:16][C:17]3[CH:22]=[CH:21][CH:20]=[CH:19][CH:18]=3)[CH2:13]2)=[C:6]([CH:11]=1)[C:7]([O:9]C)=[O:8].[OH-].[Na+], predict the reaction product. The product is: [Cl:1][C:2]1[CH:3]=[N:4][C:5]([N:12]2[CH2:15][CH:14]([O:16][C:17]3[CH:18]=[CH:19][CH:20]=[CH:21][CH:22]=3)[CH2:13]2)=[C:6]([CH:11]=1)[C:7]([OH:9])=[O:8]. (4) Given the reactants [CH:1]1([CH2:6][C@H:7]([N:11]2[CH2:19][C:18]3[C:13](=[CH:14][CH:15]=[CH:16][CH:17]=3)[C:12]2=[O:20])[C:8]([OH:10])=O)[CH2:5][CH2:4][CH2:3][CH2:2]1.[CH3:21][O:22][C:23]([CH3:32])([CH3:31])[CH2:24][N:25]1[CH:29]=[CH:28][C:27]([NH2:30])=[N:26]1.F[P-](F)(F)(F)(F)F.N1(O[P+](N(C)C)(N(C)C)N(C)C)C2C=CC=CC=2N=N1.C(N(CC)C(C)C)(C)C, predict the reaction product. The product is: [CH:1]1([CH2:6][C@H:7]([N:11]2[CH2:19][C:18]3[C:13](=[CH:14][CH:15]=[CH:16][CH:17]=3)[C:12]2=[O:20])[C:8]([NH:30][C:27]2[CH:28]=[CH:29][N:25]([CH2:24][C:23]([O:22][CH3:21])([CH3:31])[CH3:32])[N:26]=2)=[O:10])[CH2:2][CH2:3][CH2:4][CH2:5]1. (5) Given the reactants Cl[N:2]1C(=O)CC[C:3]1=O.N1C=CC=C(C=[O:16])C=1.[C:17](#[N:20])[CH:18]=[CH2:19].C(N(CC)CC)C.[N:28]1[CH:33]=[CH:32][CH:31]=[CH:30][CH:29]=1, predict the reaction product. The product is: [N:28]1[CH:33]=[CH:32][CH:31]=[C:30]([C:17]2[CH2:18][CH:19]([C:3]#[N:2])[O:16][N:20]=2)[CH:29]=1.